From a dataset of Forward reaction prediction with 1.9M reactions from USPTO patents (1976-2016). Predict the product of the given reaction. (1) The product is: [Cl:30][C:28]1[CH:27]=[C:24]([CH:23]=[C:22]([O:20][C:3]2[C:4]3[N:8]=[N:7][N:6]([CH2:9][C:10]4[CH:11]=[CH:12][C:13]([O:16][CH3:17])=[CH:14][CH:15]=4)[C:5]=3[CH:18]=[CH:19][C:2]=2[Cl:1])[CH:29]=1)[C:25]#[N:26]. Given the reactants [Cl:1][C:2]1[CH:19]=[CH:18][C:5]2[N:6]([CH2:9][C:10]3[CH:15]=[CH:14][C:13]([O:16][CH3:17])=[CH:12][CH:11]=3)[N:7]=[N:8][C:4]=2[C:3]=1[OH:20].F[C:22]1[CH:23]=[C:24]([CH:27]=[C:28]([Cl:30])[CH:29]=1)[C:25]#[N:26].C(=O)([O-])[O-].[Cs+].[Cs+], predict the reaction product. (2) Given the reactants Cl[C:2]1[CH2:6][C@H:5]([CH:7]2[CH2:11][CH2:10][CH2:9][CH2:8]2)[N:4]([C:12]2[CH:19]=[CH:18][C:15]([C:16]#[N:17])=[C:14]([CH3:20])[N:13]=2)[N:3]=1.[CH3:21][S:22]([C:25]1[CH:34]=[CH:33][C:32](B2OC(C)(C)C(C)(C)O2)=[CH:31][C:26]=1[C:27]([O:29][CH3:30])=[O:28])(=[O:24])=[O:23], predict the reaction product. The product is: [C:16]([C:15]1[CH:18]=[CH:19][C:12]([N:4]2[C@@H:5]([CH:7]3[CH2:11][CH2:10][CH2:9][CH2:8]3)[CH2:6][C:2]([C:32]3[CH:33]=[CH:34][C:25]([S:22]([CH3:21])(=[O:24])=[O:23])=[C:26]([CH:31]=3)[C:27]([O:29][CH3:30])=[O:28])=[N:3]2)=[N:13][C:14]=1[CH3:20])#[N:17].